Task: Regression. Given a peptide amino acid sequence and an MHC pseudo amino acid sequence, predict their binding affinity value. This is MHC class I binding data.. Dataset: Peptide-MHC class I binding affinity with 185,985 pairs from IEDB/IMGT (1) The peptide sequence is KCRVKMEKL. The MHC is HLA-B18:01 with pseudo-sequence HLA-B18:01. The binding affinity (normalized) is 0.0847. (2) The peptide sequence is FPFKYAAYF. The MHC is Mamu-A2201 with pseudo-sequence Mamu-A2201. The binding affinity (normalized) is 0.731.